This data is from Reaction yield outcomes from USPTO patents with 853,638 reactions. The task is: Predict the reaction yield, written as a fraction of the theoretical maximum amount of product (1.0 means a 100% yield; for example, 0.34 means a 34% yield). (1) The reactants are [OH:1][C@H:2]([CH3:6])[C:3](N)=O.F[B-](F)(F)F.C([O+](CC)CC)C.C([O:22][CH2:23][CH:24]1[CH2:29][CH2:28][C@H:27]([NH:30][C:31]2[C:36]([NH2:37])=[CH:35][N:34]=[C:33]3[CH:38]=[CH:39][S:40][C:32]=23)[CH2:26][O:25]1)(=O)C.[OH-].[Li+]. The catalyst is C1COCC1.C(O)C.O.CO. The product is [OH:22][CH2:23][CH:24]1[O:25][CH2:26][C@@H:27]([N:30]2[C:31]3=[C:32]4[S:40][CH:39]=[CH:38][C:33]4=[N:34][CH:35]=[C:36]3[N:37]=[C:3]2[C@H:2]([OH:1])[CH3:6])[CH2:28][CH2:29]1. The yield is 0.630. (2) The reactants are Br[C:2]1[CH:3]=[C:4]([CH:8]2[C:17]([CH3:19])([CH3:18])[CH2:16][C:15]3[C:10](=[CH:11][CH:12]=[C:13]([C:20]([OH:22])=[O:21])[CH:14]=3)[NH:9]2)[CH:5]=[CH:6][CH:7]=1.[CH3:23][C:24]1([CH3:30])[CH2:28][O:27][C:26](=[O:29])[NH:25]1.Cl.CN(C)CC(O)=O.C(=O)([O-])[O-].[K+].[K+]. The catalyst is CS(C)=O.[Cu]I. The product is [CH3:23][C:24]1([CH3:30])[CH2:28][O:27][C:26](=[O:29])[N:25]1[C:2]1[CH:3]=[C:4]([CH:8]2[C:17]([CH3:19])([CH3:18])[CH2:16][C:15]3[C:10](=[CH:11][CH:12]=[C:13]([C:20]([OH:22])=[O:21])[CH:14]=3)[NH:9]2)[CH:5]=[CH:6][CH:7]=1. The yield is 0.00400. (3) The reactants are N1C=CC=C[CH:2]=1.[C:7]([NH:15][NH2:16])(=O)[C:8]1[CH:13]=[CH:12][N:11]=[CH:10][CH:9]=1.CS[C:19]([N:21]1[CH2:26][CH2:25][O:24][CH2:23][C:22]1(C)[C:27]1[O:31][N:30]=[C:29]([C:32]2[CH:37]=[CH:36][CH:35]=[C:34]([Cl:38])[CH:33]=2)[N:28]=1)=[NH:20]. The catalyst is C(O)C.ClCCl. The product is [Cl:38][C:34]1[CH:33]=[C:32]([C:29]2[N:28]=[C:27]([CH:22]3[CH2:23][O:24][CH2:25][CH2:26][N:21]3[C:19]3[N:20]([CH3:2])[C:7]([C:8]4[CH:13]=[CH:12][N:11]=[CH:10][CH:9]=4)=[N:15][N:16]=3)[O:31][N:30]=2)[CH:37]=[CH:36][CH:35]=1. The yield is 0.330. (4) The reactants are [CH3:1][O:2][C:3]1[C:8]2[N:9]=[C:10]([C:12]([CH:14]3[CH2:19][CH2:18][NH:17][CH2:16][CH2:15]3)=[O:13])[S:11][C:7]=2[CH:6]=[CH:5][CH:4]=1.Cl[CH2:21][C:22]([C:24]1[CH:33]=[CH:32][C:27]2[O:28][CH2:29][CH2:30][O:31][C:26]=2[CH:25]=1)=[O:23].CCN(C(C)C)C(C)C. The catalyst is CN(C=O)C. The product is [O:28]1[C:27]2[CH:32]=[CH:33][C:24]([C:22](=[O:23])[CH2:21][N:17]3[CH2:18][CH2:19][CH:14]([C:12]([C:10]4[S:11][C:7]5[CH:6]=[CH:5][CH:4]=[C:3]([O:2][CH3:1])[C:8]=5[N:9]=4)=[O:13])[CH2:15][CH2:16]3)=[CH:25][C:26]=2[O:31][CH2:30][CH2:29]1. The yield is 0.650. (5) The reactants are Br[C:2]1[CH:11]=[C:10]2[C:5]([CH:6]=[C:7]([NH:12][C:13]([CH:15]3[CH2:17][CH2:16]3)=[O:14])[N:8]=[CH:9]2)=[CH:4][CH:3]=1.[Cl:18][C:19]1[CH:26]=[CH:25][C:22]([C:23]#[N:24])=[C:21](B2OCC(C)(C)CO2)[CH:20]=1.C(=O)([O-])[O-].[Cs+].[Cs+]. The catalyst is C(#N)C.O.[Pd](Cl)Cl.C(P(C(C)(C)C)C1C=CC(N(C)C)=CC=1)(C)(C)C.C(P(C(C)(C)C)C1C=CC(N(C)C)=CC=1)(C)(C)C. The product is [Cl:18][C:19]1[CH:20]=[CH:21][C:22]([C:23]#[N:24])=[C:25]([C:2]2[CH:11]=[C:10]3[C:5]([CH:6]=[C:7]([NH:12][C:13]([CH:15]4[CH2:17][CH2:16]4)=[O:14])[N:8]=[CH:9]3)=[CH:4][CH:3]=2)[CH:26]=1. The yield is 0.0580. (6) The reactants are [Br:1][C:2]1[CH:7]=[CH:6][C:5]([O:8][CH3:9])=[CH:4][C:3]=1[CH2:10]Br.[NH:12]([C:20]([O:22][C:23]([CH3:26])([CH3:25])[CH3:24])=[O:21])[C:13]([O:15][C:16]([CH3:19])([CH3:18])[CH3:17])=[O:14].[K]. The catalyst is CN(C)C=O. The product is [C:23]([O:22][C:20]([N:12]([CH2:10][C:3]1[CH:4]=[C:5]([O:8][CH3:9])[CH:6]=[CH:7][C:2]=1[Br:1])[C:13]([O:15][C:16]([CH3:19])([CH3:18])[CH3:17])=[O:14])=[O:21])([CH3:26])([CH3:25])[CH3:24]. The yield is 0.420. (7) The reactants are [F:1][C:2]1[CH:3]=[C:4]([S:15](Cl)(=[O:17])=[O:16])[CH:5]=[CH:6][C:7]=1[NH:8][C:9](=[O:14])[C:10]([F:13])([F:12])[F:11].[NH2:19][C:20]1[S:21][CH:22]=[CH:23][N:24]=1. The catalyst is N1C=CC=CC=1. The product is [F:11][C:10]([F:13])([F:12])[C:9]([NH:8][C:7]1[CH:6]=[CH:5][C:4]([S:15](=[O:17])(=[O:16])[NH:19][C:20]2[S:21][CH:22]=[CH:23][N:24]=2)=[CH:3][C:2]=1[F:1])=[O:14]. The yield is 0.540. (8) The reactants are C(O[C:6]([N:8]1[CH2:12][CH2:11][C@@H:10]([C:13]([OH:15])=O)[CH2:9]1)=[O:7])(C)(C)C.[CH3:16]N(C(ON1N=NC2C=CC=CC1=2)=[N+](C)C)C.F[P-](F)(F)(F)(F)F.CCN(CC)CC.[F:47][CH:48]([F:74])[C:49]1[CH:50]=[C:51]([C:57]2[C:66]3[C:61](=[CH:62][CH:63]=[C:64]([O:68][C@H:69]4[CH2:73][CH2:72][NH:71][CH2:70]4)[C:65]=3[CH3:67])[N:60]=[CH:59][CH:58]=2)[CH:52]=[N:53][C:54]=1[O:55][CH3:56].C(O)(C(F)(F)F)=O.C(Cl)(=O)C. The catalyst is CN(C=O)C. The product is [F:74][CH:48]([F:47])[C:49]1[CH:50]=[C:51]([C:57]2[C:66]3[C:61](=[CH:62][CH:63]=[C:64]([O:68][C@H:69]4[CH2:73][CH2:72][N:71]([C:13]([C@@H:10]5[CH2:11][CH2:12][N:8]([C:6](=[O:7])[CH3:16])[CH2:9]5)=[O:15])[CH2:70]4)[C:65]=3[CH3:67])[N:60]=[CH:59][CH:58]=2)[CH:52]=[N:53][C:54]=1[O:55][CH3:56]. The yield is 0.470.